This data is from Catalyst prediction with 721,799 reactions and 888 catalyst types from USPTO. The task is: Predict which catalyst facilitates the given reaction. (1) Reactant: [CH2:1]([NH2:8])[C:2]1[CH:7]=[CH:6][CH:5]=[CH:4][CH:3]=1.[C:9](O)(=[O:17])[CH:10]([CH:12]([C:14](O)=[O:15])[OH:13])[OH:11]. Product: [CH2:1]([N:8]1[C:14](=[O:15])[C@@H:12]([OH:13])[C@H:10]([OH:11])[C:9]1=[O:17])[C:2]1[CH:7]=[CH:6][CH:5]=[CH:4][CH:3]=1. The catalyst class is: 113. (2) Reactant: [CH3:1][NH:2][CH2:3][CH:4]1[CH2:13][CH2:12]C2C(=CC=CC=2)C1=O.C1C=CC2N([OH:24])N=NC=2C=1.[CH2:25]([O:32]C(NCC(O)=O)=O)[C:26]1[CH:31]=[CH:30][CH:29]=[CH:28][CH:27]=1.[CH2:40]([N:42](CC)CC)[CH3:41].C1(N=C=NC2CCCCC2)CCCCC1. Product: [NH2:42][CH2:40][C:41]([N:2]([CH3:1])[CH2:3][CH:4]1[CH2:13][CH2:12][C:27]2[C:26](=[CH:31][CH:30]=[CH:29][CH:28]=2)[C:25]1=[O:32])=[O:24]. The catalyst class is: 4.